Dataset: Catalyst prediction with 721,799 reactions and 888 catalyst types from USPTO. Task: Predict which catalyst facilitates the given reaction. Reactant: C[O:2][C:3](=[O:22])[CH:4]([C:11]1[CH:16]=[CH:15][C:14]([S:17]([CH3:20])(=[O:19])=[O:18])=[C:13]([Cl:21])[CH:12]=1)[CH2:5][CH:6]1[CH2:10][CH2:9][CH2:8][CH2:7]1.C(OC(=O)C(C1C=CC(S(C)(=O)=O)=C(Cl)C=1)CC1CCCC1)C.[OH-].[K+]. Product: [Cl:21][C:13]1[CH:12]=[C:11]([CH:4]([CH2:5][CH:6]2[CH2:10][CH2:9][CH2:8][CH2:7]2)[C:3]([OH:22])=[O:2])[CH:16]=[CH:15][C:14]=1[S:17]([CH3:20])(=[O:19])=[O:18]. The catalyst class is: 40.